This data is from Full USPTO retrosynthesis dataset with 1.9M reactions from patents (1976-2016). The task is: Predict the reactants needed to synthesize the given product. (1) Given the product [CH:1]([NH:4][C:15]([C:14]1[S:13][C:12]([CH2:18][CH2:19][C:20]2[C:21]([C:26]3[CH:31]=[CH:30][CH:29]=[CH:28][CH:27]=3)=[N:22][O:23][C:24]=2[CH3:25])=[N:11][C:10]=1[CH3:9])=[O:16])([CH3:3])[CH3:2], predict the reactants needed to synthesize it. The reactants are: [CH:1]([NH2:4])([CH3:3])[CH3:2].C[Al](C)C.[CH3:9][C:10]1[N:11]=[C:12]([CH2:18][CH2:19][C:20]2[C:21]([C:26]3[CH:31]=[CH:30][CH:29]=[CH:28][CH:27]=3)=[N:22][O:23][C:24]=2[CH3:25])[S:13][C:14]=1[C:15](O)=[O:16]. (2) Given the product [Cl:23][C:17]1[N:16]=[CH:15][C:14](/[CH:13]=[CH:12]/[C:11]([O:10][C:6]([CH3:7])([CH3:8])[CH3:9])=[O:24])=[C:19]([C:20](=[O:22])/[C:26](/[Cl:48])=[N:25]\[NH2:27])[CH:18]=1, predict the reactants needed to synthesize it. The reactants are: CN(C=O)C.[C:6]([O:10][C:11](=[O:24])/[CH:12]=[CH:13]/[C:14]1[C:19]([C:20]([OH:22])=O)=[CH:18][C:17]([Cl:23])=[N:16][CH:15]=1)([CH3:9])([CH3:8])[CH3:7].[N+:25]([N:27]=P(C1C=CC=CC=1)(C1C=CC=CC=1)C1C=CC=CC=1)#[C-:26].O.[Cl:48]CCl.